Dataset: Reaction yield outcomes from USPTO patents with 853,638 reactions. Task: Predict the reaction yield, written as a fraction of the theoretical maximum amount of product (1.0 means a 100% yield; for example, 0.34 means a 34% yield). The reactants are [Li]CCCC.N(C(C)C)C(C)C.[CH:13]1([C:17]([O:19][CH2:20][CH3:21])=[O:18])[CH2:16][CH2:15][CH2:14]1.Br[CH2:23][CH2:24][CH2:25][CH2:26][Cl:27].[NH4+].[Cl-]. The catalyst is C1COCC1. The product is [Cl:27][CH2:26][CH2:25][CH2:24][CH2:23][C:13]1([C:17]([O:19][CH2:20][CH3:21])=[O:18])[CH2:16][CH2:15][CH2:14]1. The yield is 0.860.